From a dataset of Full USPTO retrosynthesis dataset with 1.9M reactions from patents (1976-2016). Predict the reactants needed to synthesize the given product. (1) The reactants are: [CH3:1][O:2][C:3](=[O:19])[CH:4]([NH:8][C:9](=[O:18])[C:10]1[C:15]([Cl:16])=[CH:14][CH:13]=[CH:12][C:11]=1[Cl:17])[CH2:5][CH:6]=[CH2:7].I[C:21]1[CH:26]=[CH:25][C:24]([N:27]([CH3:38])[C:28]2[N:33]=[C:32]([O:34][CH3:35])[CH:31]=[C:30]([O:36][CH3:37])[N:29]=2)=[CH:23][CH:22]=1. Given the product [CH3:1][O:2][C:3](=[O:19])[CH:4]([NH:8][C:9](=[O:18])[C:10]1[C:11]([Cl:17])=[CH:12][CH:13]=[CH:14][C:15]=1[Cl:16])[CH2:5]/[CH:6]=[CH:7]/[C:21]1[CH:22]=[CH:23][C:24]([N:27]([C:28]2[N:33]=[C:32]([O:34][CH3:35])[CH:31]=[C:30]([O:36][CH3:37])[N:29]=2)[CH3:38])=[CH:25][CH:26]=1, predict the reactants needed to synthesize it. (2) Given the product [Br:1][C:2]1[N+:10]([O-:11])=[CH:9][C:8]2[N:7]([CH2:12][O:13][CH2:14][CH2:15][Si:16]([CH3:19])([CH3:18])[CH3:17])[C:6]3[N:20]=[CH:21][CH:22]=[C:23]([Cl:29])[C:5]=3[C:4]=2[CH:3]=1.[Br:1][C:2]1[N+:10]([O-:11])=[CH:9][C:8]2[N:7]([CH2:12][O:13][CH2:14][CH2:15][Si:16]([CH3:19])([CH3:18])[CH3:17])[C:6]3[N:20]=[C:21]([Cl:29])[CH:22]=[CH:23][C:5]=3[C:4]=2[CH:3]=1, predict the reactants needed to synthesize it. The reactants are: [Br:1][C:2]1[N+:10]([O-:11])=[CH:9][C:8]2[N:7]([CH2:12][O:13][CH2:14][CH2:15][Si:16]([CH3:19])([CH3:18])[CH3:17])[C:6]3=[N+:20]([O-])[CH:21]=[CH:22][CH:23]=[C:5]3[C:4]=2[CH:3]=1.CS([Cl:29])(=O)=O. (3) Given the product [CH3:25][O:26][C:27](=[O:36])[CH2:28][C:13]1([O:44][CH2:37][C:38]2[CH:39]=[CH:40][CH:41]=[CH:42][CH:43]=2)[CH:14]=[CH:15][CH:16]=[C:11]([C:7]2[CH:8]=[CH:9][CH:10]=[CH:5][CH:6]=2)[CH2:12]1, predict the reactants needed to synthesize it. The reactants are: COC([C:5]1[CH:6]=[C:7]([C:11]2[CH:16]=[CH:15][CH:14]=[C:13](OCC3C=CC=CC=3)[CH:12]=2)[CH:8]=[CH:9][CH:10]=1)=O.[CH3:25][O:26][C:27](=[O:36])[CH2:28]C1C=CC=C(Br)C=1.[CH2:37]([O:44]C1C=C(B(O)O)C=CC=1)[C:38]1[CH:43]=[CH:42][CH:41]=[CH:40][CH:39]=1.[OH-].[Ba+2].[OH-]. (4) Given the product [O:12]1[C:21]2[C:16](=[CH:17][CH:18]=[CH:19][CH:20]=2)[C:15](=[O:8])[CH2:14][CH2:13]1, predict the reactants needed to synthesize it. The reactants are: C1(C)C=CC(S(Cl)(=O)=[O:8])=CC=1.[O:12]1[C:21]2[C:16](=[CH:17][CH:18]=[CH:19][CH:20]=2)[C:15](=NO)[CH2:14][CH2:13]1. (5) Given the product [CH:9]1([C:16]2[C:17]([CH:44]([F:45])[F:46])=[CH:18][C:19]([O:42][CH3:43])=[C:20]([C:22]3[C:31]4[C:26](=[CH:27][C:28]([S:32]([NH:35][C:36]5[CH:41]=[CH:40][N:39]=[CH:38][N:37]=5)(=[O:33])=[O:34])=[CH:29][CH:30]=4)[CH:25]=[CH:24][N:23]=3)[CH:21]=2)[CH2:11][CH2:10]1, predict the reactants needed to synthesize it. The reactants are: P([O-])([O-])([O-])=O.[K+].[K+].[K+].[CH:9]1(B(O)O)[CH2:11][CH2:10]1.Cl[C:16]1[C:17]([CH:44]([F:46])[F:45])=[CH:18][C:19]([O:42][CH3:43])=[C:20]([C:22]2[C:31]3[C:26](=[CH:27][C:28]([S:32]([NH:35][C:36]4[CH:41]=[CH:40][N:39]=[CH:38][N:37]=4)(=[O:34])=[O:33])=[CH:29][CH:30]=3)[CH:25]=[CH:24][N:23]=2)[CH:21]=1.Cl. (6) The reactants are: C(OC([N:8]1[CH2:12][CH2:11][CH2:10][CH:9]1[CH2:13][CH2:14][CH:15]([N+:22]([O-:24])=[O:23])[C:16]1[CH:21]=[CH:20][CH:19]=[CH:18][CH:17]=1)=O)(C)(C)C.Cl. Given the product [N+:22]([CH:15]([C:16]1[CH:21]=[CH:20][CH:19]=[CH:18][CH:17]=1)[CH2:14][CH2:13][CH:9]1[CH2:10][CH2:11][CH2:12][NH:8]1)([O-:24])=[O:23], predict the reactants needed to synthesize it. (7) Given the product [Cl:1][C:2]1[C:11]2[C:6](=[CH:7][CH:8]=[CH:9][CH:10]=2)[CH:5]=[CH:4][N+:3]=1[O-:20], predict the reactants needed to synthesize it. The reactants are: [Cl:1][C:2]1[C:11]2[C:6](=[CH:7][CH:8]=[CH:9][CH:10]=2)[CH:5]=[CH:4][N:3]=1.C1C=C(Cl)C=C(C(OO)=[O:20])C=1. (8) Given the product [N+:18]([C:21]1[CH:22]=[CH:23][C:24]([N:27]2[CH2:32][CH2:31][N:30]([C:2]3[CH:7]=[C:6]([N:8]4[CH2:12][CH2:11][CH2:10][CH2:9]4)[N:5]=[C:4]([N:13]4[CH2:17][CH2:16][CH2:15][CH2:14]4)[N:3]=3)[CH2:29][CH2:28]2)=[CH:25][CH:26]=1)([O-:20])=[O:19], predict the reactants needed to synthesize it. The reactants are: Cl[C:2]1[CH:7]=[C:6]([N:8]2[CH2:12][CH2:11][CH2:10][CH2:9]2)[N:5]=[C:4]([N:13]2[CH2:17][CH2:16][CH2:15][CH2:14]2)[N:3]=1.[N+:18]([C:21]1[CH:26]=[CH:25][C:24]([N:27]2[CH2:32][CH2:31][NH:30][CH2:29][CH2:28]2)=[CH:23][CH:22]=1)([O-:20])=[O:19].N1C=CC=CC=1. (9) Given the product [CH2:6]1[C:5]2[CH:12]=[CH:13][C:2]([NH2:1])=[CH:3][C:4]=2[CH2:10][CH2:9][CH2:8][NH:7]1, predict the reactants needed to synthesize it. The reactants are: [NH2:1][C:2]1[CH:13]=[CH:12][C:5]2[C:6](=O)[NH:7][CH2:8][CH2:9][CH2:10][C:4]=2[CH:3]=1.[H-].[H-].[H-].[H-].[Li+].[Al+3].O. (10) Given the product [CH3:1][S:2][CH2:3][CH2:4][NH:5][C:6](=[O:7])[O:8][C:9]([CH3:12])([CH3:11])[CH3:10], predict the reactants needed to synthesize it. The reactants are: [CH3:1][S:2][CH2:3][CH2:4][NH2:5].[C:6](O[C:6]([O:8][C:9]([CH3:12])([CH3:11])[CH3:10])=[O:7])([O:8][C:9]([CH3:12])([CH3:11])[CH3:10])=[O:7].